Dataset: Forward reaction prediction with 1.9M reactions from USPTO patents (1976-2016). Task: Predict the product of the given reaction. (1) Given the reactants C(OC([NH:8][C:9]1[CH:14]=[C:13]([CH2:15][OH:16])[N:12]=[C:11]([C:17]([O:19]C)=O)[CH:10]=1)=O)(C)(C)C.[CH3:21][NH2:22], predict the reaction product. The product is: [NH2:8][C:9]1[CH:14]=[C:13]([CH2:15][OH:16])[N:12]=[C:11]([C:17]([NH:22][CH3:21])=[O:19])[CH:10]=1. (2) Given the reactants [Br:1][C:2]1[CH:9]=[C:6]([CH:7]=[O:8])[C:5]([OH:10])=[CH:4][CH:3]=1.N1C(C)=CC=CC=1C.FC(F)(F)S(O[Si:25]([CH:32]([CH3:34])[CH3:33])([CH:29]([CH3:31])[CH3:30])[CH:26]([CH3:28])[CH3:27])(=O)=O.C(=O)([O-])O.[Na+], predict the reaction product. The product is: [Br:1][C:2]1[CH:3]=[CH:4][C:5]([O:10][Si:25]([CH:32]([CH3:34])[CH3:33])([CH:29]([CH3:31])[CH3:30])[CH:26]([CH3:28])[CH3:27])=[C:6]([CH:9]=1)[CH:7]=[O:8]. (3) Given the reactants C(=O)([O-])[O-].[K+].[K+].[NH:7]1[CH:11]=[CH:10][N:9]=[CH:8]1.CN(C=O)C.[F:17][C:18]1[CH:19]=[C:20]([CH:23]=[CH:24][C:25]=1F)[CH:21]=[O:22], predict the reaction product. The product is: [F:17][C:18]1[CH:19]=[C:20]([CH:23]=[CH:24][C:25]=1[N:7]1[CH:11]=[CH:10][N:9]=[CH:8]1)[CH:21]=[O:22]. (4) Given the reactants [CH2:1]([O:11][C:12](=[O:15])[CH:13]=[CH2:14])[CH2:2][CH2:3][CH2:4]CCCCCC.[C:16]([NH2:20])(=[O:19])[CH:17]=[CH2:18], predict the reaction product. The product is: [CH2:1]([O:11][C:12](=[O:15])[CH:13]=[CH2:14])[CH2:2][CH2:3][CH3:4].[C:16]([NH2:20])(=[O:19])[CH:17]=[CH2:18]. (5) Given the reactants [CH3:1][N:2]([CH3:10])[C:3]1[CH:8]=[CH:7][CH:6]=[C:5]([NH2:9])[CH:4]=1.[C:11]([C:15]1[CH:20]=[CH:19][C:18]([S:21](Cl)(=[O:23])=[O:22])=[CH:17][CH:16]=1)([CH3:14])([CH3:13])[CH3:12], predict the reaction product. The product is: [C:11]([C:15]1[CH:20]=[CH:19][C:18]([S:21]([NH:9][C:5]2[CH:6]=[CH:7][CH:8]=[C:3]([N:2]([CH3:10])[CH3:1])[CH:4]=2)(=[O:23])=[O:22])=[CH:17][CH:16]=1)([CH3:14])([CH3:12])[CH3:13]. (6) Given the reactants [Cl:1][C:2]1[CH:3]=[C:4](B2OC(C)(C)C(C)(C)O2)[CH:5]=[C:6]([Cl:11])[C:7]=1[CH:8]([F:10])[F:9].Br[C:22]([C:24]([F:27])([F:26])[F:25])=[CH2:23].C([O-])([O-])=O.[Cs+].[Cs+], predict the reaction product. The product is: [Cl:11][C:6]1[CH:5]=[C:4]([C:22]([C:24]([F:27])([F:26])[F:25])=[CH2:23])[CH:3]=[C:2]([Cl:1])[C:7]=1[CH:8]([F:9])[F:10].